This data is from NCI-60 drug combinations with 297,098 pairs across 59 cell lines. The task is: Regression. Given two drug SMILES strings and cell line genomic features, predict the synergy score measuring deviation from expected non-interaction effect. (1) Drug 1: CCC1(C2=C(COC1=O)C(=O)N3CC4=CC5=C(C=CC(=C5CN(C)C)O)N=C4C3=C2)O.Cl. Drug 2: B(C(CC(C)C)NC(=O)C(CC1=CC=CC=C1)NC(=O)C2=NC=CN=C2)(O)O. Cell line: CCRF-CEM. Synergy scores: CSS=64.5, Synergy_ZIP=-2.01, Synergy_Bliss=-3.18, Synergy_Loewe=-5.96, Synergy_HSA=-1.72. (2) Drug 2: CCC1(CC2CC(C3=C(CCN(C2)C1)C4=CC=CC=C4N3)(C5=C(C=C6C(=C5)C78CCN9C7C(C=CC9)(C(C(C8N6C)(C(=O)OC)O)OC(=O)C)CC)OC)C(=O)OC)O.OS(=O)(=O)O. Synergy scores: CSS=16.1, Synergy_ZIP=4.16, Synergy_Bliss=5.95, Synergy_Loewe=-2.71, Synergy_HSA=5.08. Drug 1: CC=C1C(=O)NC(C(=O)OC2CC(=O)NC(C(=O)NC(CSSCCC=C2)C(=O)N1)C(C)C)C(C)C. Cell line: NCIH23. (3) Drug 1: CC1C(C(CC(O1)OC2CC(CC3=C2C(=C4C(=C3O)C(=O)C5=C(C4=O)C(=CC=C5)OC)O)(C(=O)CO)O)N)O.Cl. Drug 2: CC1C(C(CC(O1)OC2CC(CC3=C2C(=C4C(=C3O)C(=O)C5=C(C4=O)C(=CC=C5)OC)O)(C(=O)CO)O)N)O.Cl. Cell line: UO-31. Synergy scores: CSS=53.7, Synergy_ZIP=-2.82, Synergy_Bliss=1.71, Synergy_Loewe=4.60, Synergy_HSA=4.92.